This data is from Reaction yield outcomes from USPTO patents with 853,638 reactions. The task is: Predict the reaction yield, written as a fraction of the theoretical maximum amount of product (1.0 means a 100% yield; for example, 0.34 means a 34% yield). The reactants are Br[C:2]1[S:6][C:5]([C:7]2[CH:24]=[CH:23][C:10]3[CH2:11][CH2:12][N:13]([C:16]([O:18][C:19]([CH3:22])([CH3:21])[CH3:20])=[O:17])[CH2:14][CH2:15][C:9]=3[CH:8]=2)=[N:4][CH:3]=1.[Cl:25][C:26]1[CH:27]=[C:28](B(O)O)[CH:29]=[CH:30][C:31]=1[O:32][CH:33]([CH3:35])[CH3:34].C([O-])(O)=O.[Na+]. The catalyst is C1C=CC(P(C2C=CC=CC=2)[C-]2C=CC=C2)=CC=1.C1C=CC(P(C2C=CC=CC=2)[C-]2C=CC=C2)=CC=1.Cl[Pd]Cl.[Fe+2].O1CCOCC1. The product is [Cl:25][C:26]1[CH:27]=[C:28]([C:2]2[S:6][C:5]([C:7]3[CH:24]=[CH:23][C:10]4[CH2:11][CH2:12][N:13]([C:16]([O:18][C:19]([CH3:22])([CH3:21])[CH3:20])=[O:17])[CH2:14][CH2:15][C:9]=4[CH:8]=3)=[N:4][CH:3]=2)[CH:29]=[CH:30][C:31]=1[O:32][CH:33]([CH3:35])[CH3:34]. The yield is 0.800.